Regression. Given two drug SMILES strings and cell line genomic features, predict the synergy score measuring deviation from expected non-interaction effect. From a dataset of NCI-60 drug combinations with 297,098 pairs across 59 cell lines. (1) Drug 1: C1CN1C2=NC(=NC(=N2)N3CC3)N4CC4. Drug 2: CS(=O)(=O)OCCCCOS(=O)(=O)C. Cell line: U251. Synergy scores: CSS=14.4, Synergy_ZIP=2.35, Synergy_Bliss=8.15, Synergy_Loewe=-28.1, Synergy_HSA=-6.92. (2) Drug 1: COC1=C(C=C2C(=C1)N=CN=C2NC3=CC(=C(C=C3)F)Cl)OCCCN4CCOCC4. Drug 2: CC1=C2C(C(=O)C3(C(CC4C(C3C(C(C2(C)C)(CC1OC(=O)C(C(C5=CC=CC=C5)NC(=O)C6=CC=CC=C6)O)O)OC(=O)C7=CC=CC=C7)(CO4)OC(=O)C)O)C)OC(=O)C. Cell line: NCI-H226. Synergy scores: CSS=53.4, Synergy_ZIP=5.93, Synergy_Bliss=5.79, Synergy_Loewe=8.17, Synergy_HSA=10.4.